Predict the reactants needed to synthesize the given product. From a dataset of Full USPTO retrosynthesis dataset with 1.9M reactions from patents (1976-2016). (1) Given the product [Cl:41][C:42]1[CH:47]=[CH:46][C:45]([C:48](=[C:51]2[CH2:56][CH2:55][N:54]([S:35]([C:34]3[C:33]([CH3:39])=[N:32][NH:31][C:30]=3[CH3:29])(=[O:37])=[O:36])[CH2:53][CH:52]2[CH3:57])[C:49]#[N:50])=[CH:44][CH:43]=1, predict the reactants needed to synthesize it. The reactants are: ClC1C=CC(C(=C2CCN(S(C3C(C)=NNC=3C)(=O)=O)CC2)C(OC)=O)=CC=1.[CH3:29][C:30]1[C:34]([S:35](Cl)(=[O:37])=[O:36])=[C:33]([CH3:39])[NH:32][N:31]=1.Cl.[Cl:41][C:42]1[CH:47]=[CH:46][C:45]([C:48](=[C:51]2[CH2:56][CH2:55][NH:54][CH2:53][CH:52]2[CH3:57])[C:49]#[N:50])=[CH:44][CH:43]=1. (2) Given the product [Br:1][C:2]1[C:3]([Cl:11])=[N:4][CH:5]=[C:6]([CH:10]=1)[C:7]([NH:16][C:15]1[CH:17]=[CH:18][C:19]([O:20][C:21]([F:22])([F:23])[F:24])=[C:13]([Cl:12])[CH:14]=1)=[O:9], predict the reactants needed to synthesize it. The reactants are: [Br:1][C:2]1[C:3]([Cl:11])=[N:4][CH:5]=[C:6]([CH:10]=1)[C:7]([OH:9])=O.[Cl:12][C:13]1[CH:14]=[C:15]([CH:17]=[CH:18][C:19]=1[O:20][C:21]([F:24])([F:23])[F:22])[NH2:16]. (3) Given the product [OH:14][CH2:13][C:12]1[CH:16]=[C:17]([C:20]([F:21])([F:22])[F:23])[CH:18]=[CH:19][C:11]=1[S:10][C:5]1[CH:6]=[CH:7][CH:8]=[CH:9][C:4]=1[CH2:1][OH:2], predict the reactants needed to synthesize it. The reactants are: [C:1]([C:4]1[CH:9]=[CH:8][CH:7]=[CH:6][C:5]=1[S:10][C:11]1[CH:19]=[CH:18][C:17]([C:20]([F:23])([F:22])[F:21])=[CH:16][C:12]=1[C:13](O)=[O:14])(O)=[O:2].C(C1C=CC=C([N+]([O-])=O)C=1SC1C=CC(F)=CC=1C(O)=O)(O)=O.B. (4) The reactants are: [CH3:1][C:2]1[CH:3]=[C:4]([S:16][CH:17]([C:29]2[S:33][C:32]([C:34]3[CH:39]=[CH:38][C:37]([C:40]([F:43])([F:42])[F:41])=[CH:36][CH:35]=3)=[N:31][C:30]=2[CH3:44])[CH2:18][CH2:19][CH2:20][CH2:21][CH2:22][C:23]2[CH:28]=[CH:27][CH:26]=[CH:25][CH:24]=2)[CH:5]=[CH:6][C:7]=1[O:8][Si](C(C)(C)C)(C)C.[F-].C([N+](CCCC)(CCCC)CCCC)CCC. Given the product [F:43][C:40]([F:41])([F:42])[C:37]1[CH:38]=[CH:39][C:34]([C:32]2[S:33][C:29]([CH:17]([S:16][C:4]3[CH:5]=[CH:6][C:7]([OH:8])=[C:2]([CH3:1])[CH:3]=3)[CH2:18][CH2:19][CH2:20][CH2:21][CH2:22][C:23]3[CH:28]=[CH:27][CH:26]=[CH:25][CH:24]=3)=[C:30]([CH3:44])[N:31]=2)=[CH:35][CH:36]=1, predict the reactants needed to synthesize it.